This data is from Catalyst prediction with 721,799 reactions and 888 catalyst types from USPTO. The task is: Predict which catalyst facilitates the given reaction. (1) Reactant: [Cl:1][C:2]1[CH:3]=[C:4]2[C:8](=[CH:9][CH:10]=1)[NH:7][CH:6]=[CH:5]2.[H-].[Na+].[CH3:13][O:14][C:15]1[CH:20]=[CH:19][C:18]([S:21](Cl)(=[O:23])=[O:22])=[CH:17][C:16]=1[N:25]1[CH2:30][CH2:29][N:28]([C:31](=[O:36])[C:32]([Cl:35])([Cl:34])[Cl:33])[CH2:27][CH2:26]1. Product: [Cl:35][C:32]([Cl:33])([Cl:34])[C:31]([N:28]1[CH2:29][CH2:30][N:25]([C:16]2[CH:17]=[C:18]([S:21]([N:7]3[C:8]4[C:4](=[CH:3][C:2]([Cl:1])=[CH:10][CH:9]=4)[CH:5]=[CH:6]3)(=[O:22])=[O:23])[CH:19]=[CH:20][C:15]=2[O:14][CH3:13])[CH2:26][CH2:27]1)=[O:36]. The catalyst class is: 1. (2) Reactant: [Cl:1][C:2]1[CH:36]=[CH:35][CH:34]=[C:33]([C:37]([F:40])([F:39])[F:38])[C:3]=1[C:4]([N:6]1[C:14]2[C:9](=[CH:10][CH:11]=[C:12]([C:15]([N:17]3[CH2:22][CH2:21][O:20][CH2:19][CH2:18]3)=[O:16])[CH:13]=2)[C:8]([C:23]2[CH:32]=[CH:31][C:26]([C:27]([O:29]C)=[O:28])=[CH:25][CH:24]=2)=[N:7]1)=[O:5].[Li+].[OH-]. Product: [Cl:1][C:2]1[CH:36]=[CH:35][CH:34]=[C:33]([C:37]([F:40])([F:38])[F:39])[C:3]=1[C:4]([N:6]1[C:14]2[C:9](=[CH:10][CH:11]=[C:12]([C:15]([N:17]3[CH2:18][CH2:19][O:20][CH2:21][CH2:22]3)=[O:16])[CH:13]=2)[C:8]([C:23]2[CH:24]=[CH:25][C:26]([C:27]([OH:29])=[O:28])=[CH:31][CH:32]=2)=[N:7]1)=[O:5]. The catalyst class is: 20. (3) Reactant: [CH3:1][O:2][C:3]([CH:5]1[C:10](=[O:11])[CH2:9][CH2:8][N:7]([C:12]([O:14][C:15]([CH3:18])([CH3:17])[CH3:16])=[O:13])[CH2:6]1)=[O:4].[H-].[Na+].[CH3:21]I. Product: [CH3:1][O:2][C:3]([C:5]1([CH3:21])[C:10](=[O:11])[CH2:9][CH2:8][N:7]([C:12]([O:14][C:15]([CH3:18])([CH3:17])[CH3:16])=[O:13])[CH2:6]1)=[O:4]. The catalyst class is: 7. (4) Product: [CH3:1][C:2]1[N:7]=[C:6]([C:8]2[CH:13]=[CH:12][CH:11]=[C:10]([C:14]3[CH:15]=[C:16]([S:20]([Cl:36])(=[O:22])=[O:21])[CH:17]=[CH:18][CH:19]=3)[N:9]=2)[CH:5]=[C:4]([C:24]2[CH:29]=[CH:28][C:27]([C:30]([F:33])([F:32])[F:31])=[CH:26][CH:25]=2)[CH:3]=1. The catalyst class is: 31. Reactant: [CH3:1][C:2]1[N:7]=[C:6]([C:8]2[CH:13]=[CH:12][CH:11]=[C:10]([C:14]3[CH:15]=[C:16]([S:20](O)(=[O:22])=[O:21])[CH:17]=[CH:18][CH:19]=3)[N:9]=2)[CH:5]=[C:4]([C:24]2[CH:29]=[CH:28][C:27]([C:30]([F:33])([F:32])[F:31])=[CH:26][CH:25]=2)[CH:3]=1.S(Cl)([Cl:36])=O.C([O-])(O)=O.[Na+]. (5) Reactant: [CH3:1][N:2]([CH3:23])[CH2:3][CH2:4][C:5]1[CH:6]=[CH:7][CH:8]=[C:9]2[C:13]=1[NH:12][CH:11]=[C:10]2[C:14](=[O:22])[CH2:15][C:16]1[CH:21]=[CH:20][CH:19]=[CH:18][CH:17]=1.[Br-].[Br-].[Br-].C1([N+](C)(C)C)C=CC=CC=1.C1([N+](C)(C)C)C=CC=CC=1.C1([N+](C)(C)C)C=CC=CC=1.[CH3:57][O:58][C:59]1[CH:60]=[C:61]([CH:63]=[C:64]([O:66][CH3:67])[CH:65]=1)[NH2:62]. Product: [CH3:67][O:66][C:64]1[CH:63]=[C:61]([NH:62][CH:15]([C:16]2[CH:17]=[CH:18][CH:19]=[CH:20][CH:21]=2)[C:14]([C:10]2[C:9]3[C:13](=[C:5]([CH2:4][CH2:3][N:2]([CH3:1])[CH3:23])[CH:6]=[CH:7][CH:8]=3)[NH:12][CH:11]=2)=[O:22])[CH:60]=[C:59]([O:58][CH3:57])[CH:65]=1. The catalyst class is: 1. (6) Reactant: [CH3:1][C:2]1([CH3:14])[C:6]([CH3:8])([CH3:7])[O:5][B:4]([C:9]2[CH:10]=[N:11][NH:12][CH:13]=2)[O:3]1.[F:15][C:16]1[CH:23]=[CH:22][C:19]([CH2:20]Br)=[CH:18][CH:17]=1.C([O-])([O-])=O.[K+].[K+]. Product: [F:15][C:16]1[CH:23]=[CH:22][C:19]([CH2:20][N:12]2[CH:13]=[C:9]([B:4]3[O:5][C:6]([CH3:7])([CH3:8])[C:2]([CH3:14])([CH3:1])[O:3]3)[CH:10]=[N:11]2)=[CH:18][CH:17]=1. The catalyst class is: 3. (7) Reactant: [CH:1]1([N:5]2[CH2:10][CH2:9][N:8]([C:11]([CH:13]3[CH2:16][N:15](C(OCC4C=CC=CC=4)=O)[CH2:14]3)=[O:12])[CH2:7][CH2:6]2)[CH2:4][CH2:3][CH2:2]1. Product: [NH:15]1[CH2:14][CH:13]([C:11]([N:8]2[CH2:9][CH2:10][N:5]([CH:1]3[CH2:2][CH2:3][CH2:4]3)[CH2:6][CH2:7]2)=[O:12])[CH2:16]1. The catalyst class is: 50.